This data is from Full USPTO retrosynthesis dataset with 1.9M reactions from patents (1976-2016). The task is: Predict the reactants needed to synthesize the given product. (1) Given the product [O:1]([C:8]1[CH:13]=[CH:12][C:11]([NH:14][C:15]([N:19]([CH3:18])[O:20][CH2:21][C:22]([OH:24])=[O:23])=[S:16])=[CH:10][CH:9]=1)[C:2]1[CH:3]=[CH:4][CH:5]=[CH:6][CH:7]=1, predict the reactants needed to synthesize it. The reactants are: [O:1]([C:8]1[CH:13]=[CH:12][C:11]([N:14]=[C:15]=[S:16])=[CH:10][CH:9]=1)[C:2]1[CH:7]=[CH:6][CH:5]=[CH:4][CH:3]=1.Cl.[CH3:18][NH:19][O:20][CH2:21][C:22]([OH:24])=[O:23].C(N(CC)CC)C. (2) Given the product [Cl:44][C:45]1[C:46]([F:52])=[CH:47][C:48]([OH:51])=[C:49]([C:4]2([OH:17])[C:3]3[C:7](=[CH:8][CH:9]=[CH:10][CH:2]=3)[N:6]([CH2:11][CH2:12][CH2:13][CH2:14][CH3:15])[C:5]2=[O:16])[CH:50]=1, predict the reactants needed to synthesize it. The reactants are: Br[C:2]1[CH:10]=[CH:9][CH:8]=[C:7]2[C:3]=1[C:4](=[O:17])[C:5](=[O:16])[N:6]2[CH2:11][CH2:12][CH2:13][CH2:14][CH3:15].C(N1C2C(=CC=CC=2)C(=O)C1=O)CCCC.O1C2C=CC(O)=CC=2OC1.[Cl:44][C:45]1[CH:50]=[CH:49][C:48]([OH:51])=[CH:47][C:46]=1[F:52]. (3) Given the product [N:8]1([C:2]2[CH2:6][CH2:5][C:4](=[O:7])[CH:3]=2)[CH:12]=[CH:11][N:10]=[CH:9]1, predict the reactants needed to synthesize it. The reactants are: Cl[C:2]1[CH2:6][CH2:5][C:4](=[O:7])[CH:3]=1.[NH:8]1[CH:12]=[CH:11][N:10]=[CH:9]1. (4) Given the product [OH:31][CH2:18][CH2:19][CH2:20][NH:21][C:22](=[O:30])[C@H:23]([C:25]([CH2:28][OH:29])([CH3:27])[CH3:26])[OH:24], predict the reactants needed to synthesize it. The reactants are: CC1(C)[C@@H](O)C(=O)OC1.NCCC(O)=O.[O-2].[Ca+2].[C:18]([O-])(=[O:31])[CH2:19][CH2:20][NH:21][C:22](=[O:30])[C@H:23]([C:25]([CH2:28][OH:29])([CH3:27])[CH3:26])[OH:24].[Ca+2].[C:18]([O-])(=[O:31])[CH2:19][CH2:20][NH:21][C:22](=[O:30])[C@H:23]([C:25]([CH2:28][OH:29])([CH3:27])[CH3:26])[OH:24].NCCCO. (5) Given the product [C:29]([O:28][C:26](=[O:27])[N:25]([C:36]1[CH:35]=[CH:15][CH:14]=[CH:13][CH:12]=1)[CH2:17][CH:14]1[CH2:13][CH2:12][NH:11][CH2:16][CH2:15]1)([CH3:30])([CH3:31])[CH3:32], predict the reactants needed to synthesize it. The reactants are: C(OC([N:11]1[CH2:16][CH2:15][CH:14]([CH:17]([NH:25][C:26]([O:28][C:29]([CH3:32])([CH3:31])[CH3:30])=[O:27])C2C=CC(Cl)=CC=2)[CH2:13][CH2:12]1)=O)C1C=CC=CC=1.[H][H].[CH2:35](O)[CH3:36]. (6) Given the product [OH:8][C:9]1[CH:10]=[C:11]2[C:17]3([CH2:22][CH2:21][N:20]([C:23]([O:25][C:26]([CH3:27])([CH3:28])[CH3:29])=[O:24])[CH2:19][CH2:18]3)[CH2:16][N:15]([C:30]3[C:31]4[C@H:38]([CH3:39])[CH2:37][CH2:36][C:32]=4[N:33]=[CH:34][N:35]=3)[C:12]2=[CH:13][CH:14]=1, predict the reactants needed to synthesize it. The reactants are: C([O:8][C:9]1[CH:10]=[C:11]2[C:17]3([CH2:22][CH2:21][N:20]([C:23]([O:25][C:26]([CH3:29])([CH3:28])[CH3:27])=[O:24])[CH2:19][CH2:18]3)[CH2:16][N:15]([C:30]3[C:31]4[C@H:38]([CH3:39])[CH2:37][CH2:36][C:32]=4[N:33]=[CH:34][N:35]=3)[C:12]2=[CH:13][CH:14]=1)C1C=CC=CC=1. (7) Given the product [CH3:16][S:17][C:2]1[CH:3]=[CH:4][CH:5]=[C:6]2[C:10]=1[NH:9][CH:8]=[CH:7]2, predict the reactants needed to synthesize it. The reactants are: Br[C:2]1[CH:3]=[CH:4][CH:5]=[C:6]2[C:10]=1[NH:9][CH:8]=[CH:7]2.[Li]C(C)(C)C.[CH3:16][S:17]SC. (8) Given the product [CH3:1][O:2][C:3](=[O:27])[CH:4]([C:9]1[CH:10]=[C:11]([C:16]2[CH:21]=[CH:20][C:19]([Cl:22])=[C:18]([C:23]([F:26])([F:24])[F:25])[CH:17]=2)[CH:12]=[C:13]([O:15][C:34]2[CH:33]=[CH:32][CH:31]=[C:30]([C:29]([F:40])([F:39])[F:28])[CH:35]=2)[CH:14]=1)[CH2:5][CH:6]([CH3:8])[CH3:7], predict the reactants needed to synthesize it. The reactants are: [CH3:1][O:2][C:3](=[O:27])[CH:4]([C:9]1[CH:10]=[C:11]([C:16]2[CH:21]=[CH:20][C:19]([Cl:22])=[C:18]([C:23]([F:26])([F:25])[F:24])[CH:17]=2)[CH:12]=[C:13]([OH:15])[CH:14]=1)[CH2:5][CH:6]([CH3:8])[CH3:7].[F:28][C:29]([F:40])([F:39])[C:30]1[CH:31]=[C:32](B(O)O)[CH:33]=[CH:34][CH:35]=1. (9) Given the product [CH:1]1[C:11]2[CH:10]=[CH:9][C:8]3[CH:12]=[CH:13][CH:14]=[CH:15][C:7]=3[C:6](=[CH:16][C:17]([NH:20][CH2:21][CH2:22][NH:23][C:24](=[O:30])[O:25][C:26]([CH3:27])([CH3:29])[CH3:28])=[O:18])[C:5]=2[CH:4]=[CH:3][CH:2]=1, predict the reactants needed to synthesize it. The reactants are: [CH:1]1[C:11]2[CH:10]=[CH:9][C:8]3[CH:12]=[CH:13][CH:14]=[CH:15][C:7]=3[C:6](=[CH:16][C:17](O)=[O:18])[C:5]=2[CH:4]=[CH:3][CH:2]=1.[NH2:20][CH2:21][CH2:22][NH:23][C:24](=[O:30])[O:25][C:26]([CH3:29])([CH3:28])[CH3:27].Cl.C(N=C=NCCCN(C)C)C.C(N(CC)CC)C.